Task: Predict the reaction yield, written as a fraction of the theoretical maximum amount of product (1.0 means a 100% yield; for example, 0.34 means a 34% yield).. Dataset: Reaction yield outcomes from USPTO patents with 853,638 reactions The reactants are [C:1]([O:5][C:6]([NH:8][C:9]1[CH:10]=[C:11]([CH:15]=[CH:16][CH:17]=1)[C:12]([OH:14])=O)=[O:7])([CH3:4])([CH3:3])[CH3:2].CCN=C=NCCCN(C)C.C1C=CC2N(O)N=NC=2C=1.CCN(CC)CC.[NH2:46][CH2:47][CH:48]([OH:59])[CH2:49][N:50]1[CH2:58][C:57]2[C:52](=[CH:53][CH:54]=[CH:55][CH:56]=2)[CH2:51]1. The catalyst is C(Cl)Cl. The product is [OH:59][CH:48]([CH2:49][N:50]1[CH2:51][C:52]2[C:57](=[CH:56][CH:55]=[CH:54][CH:53]=2)[CH2:58]1)[CH2:47][NH:46][C:12]([C:11]1[CH:10]=[C:9]([NH:8][C:6](=[O:7])[O:5][C:1]([CH3:2])([CH3:3])[CH3:4])[CH:17]=[CH:16][CH:15]=1)=[O:14]. The yield is 0.490.